Dataset: Rat liver microsome stability data. Task: Regression/Classification. Given a drug SMILES string, predict its absorption, distribution, metabolism, or excretion properties. Task type varies by dataset: regression for continuous measurements (e.g., permeability, clearance, half-life) or binary classification for categorical outcomes (e.g., BBB penetration, CYP inhibition). Dataset: rlm. (1) The result is 0 (unstable in rat liver microsomes). The compound is COc1cc(-c2nc(Nc3ccc(F)c(F)c3)c3ccccc3n2)cc(OC)n1. (2) The molecule is CNCC1(c2ccc(Cl)c(Cl)c2)CCCCC1. The result is 0 (unstable in rat liver microsomes). (3) The drug is Cc1cc(C)nc(NC(=S)N2CCN(c3cc(C(F)(F)F)nc4ccc(C(F)(F)F)cc34)CC2)c1. The result is 0 (unstable in rat liver microsomes). (4) The compound is CC(Cc1ccc(O)cc1)NCC(O)c1cc(O)cc(O)c1. The result is 0 (unstable in rat liver microsomes). (5) The molecule is Cc1nc(NC(=O)C2CC(=O)N(c3[nH]nc4cc(Br)ccc34)C2)sc1C. The result is 1 (stable in rat liver microsomes). (6) The drug is N#Cc1ccc(Nc2ncc(-c3cccc4ccccc34)o2)cc1. The result is 0 (unstable in rat liver microsomes). (7) The molecule is Cn1c(C(=O)NCCc2ccccn2)nc2nc(-c3ccccc3)c(Cl)cc21. The result is 1 (stable in rat liver microsomes). (8) The compound is O=C(COc1ccccc1)NC(c1ccccc1Cl)c1cc(Br)c2cccnc2c1O. The result is 1 (stable in rat liver microsomes). (9) The compound is Cc1noc(C)c1-c1ccc2ncnc(NCc3ccc4[nH]ccc4c3)c2c1. The result is 1 (stable in rat liver microsomes). (10) The drug is CCOC(=O)c1[nH]c(C)c(CCC(=O)N2CCN(c3cc(C)ccc3C)CC2)c1C. The result is 1 (stable in rat liver microsomes).